This data is from Catalyst prediction with 721,799 reactions and 888 catalyst types from USPTO. The task is: Predict which catalyst facilitates the given reaction. (1) Reactant: [CH3:1][N:2]([CH3:8])[C@H:3]1[CH2:7][CH2:6][NH:5][CH2:4]1.[C:9]([N:12]1[CH2:16][CH2:15][CH:14]([N:17]([CH3:39])[C:18]([C:20]2[O:21][C:22]3[C:28](F)=[C:27]([C:30]4[CH:35]=[CH:34][CH:33]=[CH:32][CH:31]=4)[C:26]([CH3:36])=[C:25]([C:37]#[N:38])[C:23]=3[N:24]=2)=[O:19])[CH2:13]1)(=[O:11])[CH3:10].C(N(CC)CC)C. Product: [C:9]([N:12]1[CH2:16][CH2:15][CH:14]([N:17]([CH3:39])[C:18]([C:20]2[O:21][C:22]3[C:28]([N:5]4[CH2:6][CH2:7][C@H:3]([N:2]([CH3:8])[CH3:1])[CH2:4]4)=[C:27]([C:30]4[CH:35]=[CH:34][CH:33]=[CH:32][CH:31]=4)[C:26]([CH3:36])=[C:25]([C:37]#[N:38])[C:23]=3[N:24]=2)=[O:19])[CH2:13]1)(=[O:11])[CH3:10]. The catalyst class is: 16. (2) Reactant: C[O:2][C:3]([C:5]1[CH:47]=[CH:46][CH:45]=[CH:44][C:6]=1[O:7][CH2:8][CH2:9][NH:10][C:11]([C:13]1[CH:14]=[CH:15][C:16]2[N:20]=[C:19]([CH:21]([C:23]3[NH:24][C:25]4[CH2:30][CH2:29][N:28](C(OCC5C=CC=CC=5)=O)[CH2:27][C:26]=4[N:41]=3)[CH3:22])[N:18]([CH3:42])[C:17]=2[CH:43]=1)=[O:12])=[O:4].[OH-:48].[Li+].Cl.[CH2:51]1[CH2:55][O:54][CH2:53][CH2:52]1. Product: [CH2:55]([O:54][C:53]([C:46]1[CH:45]=[CH:44][C:6]([O:7][CH2:8][CH2:9][NH:10][C:11]([C:13]2[CH:14]=[CH:15][C:16]3[N:20]=[C:19]([CH:21]([C:23]4[NH:24][C:25]5[CH2:30][CH2:29][NH:28][CH2:27][C:26]=5[N:41]=4)[CH3:22])[N:18]([CH3:42])[C:17]=3[CH:43]=2)=[O:12])=[C:5]([CH:47]=1)[C:3]([OH:2])=[O:4])=[O:48])[C:51]1[CH:52]=[CH:44][CH:6]=[CH:5][CH:3]=1. The catalyst class is: 6. (3) Reactant: [Br:1][C:2]1[CH:3]=[CH:4][C:5]([OH:8])=[N:6][CH:7]=1.[CH2:9](Br)[C:10]1[CH:15]=[CH:14][CH:13]=[CH:12][CH:11]=1. Product: [CH2:9]([O:8][C:5]1[CH:4]=[CH:3][C:2]([Br:1])=[CH:7][N:6]=1)[C:10]1[CH:15]=[CH:14][CH:13]=[CH:12][CH:11]=1. The catalyst class is: 48. (4) Reactant: C[C:2]1[C:3](C)=[N:4][C:5]2[C:10]([CH:11]=1)=[C:9]([F:12])[CH:8]=[C:7]([CH2:13][CH2:14][CH3:15])[C:6]=2[C:16]#[C:17]CO.[OH-].[Na+].C1(C)C=CC=CC=1. Product: [F:12][C:9]1[CH:8]=[C:7]([CH2:13][CH2:14][CH3:15])[C:6]([C:16]#[CH:17])=[C:5]2[C:10]=1[CH:11]=[CH:2][CH:3]=[N:4]2. The catalyst class is: 27. (5) Reactant: [OH:1][CH:2]1[CH2:7][CH2:6][C:5]([C:8]2[CH:9]=[C:10]([CH:27]=[CH:28][CH:29]=2)[CH2:11][O:12][C:13]2[CH:18]=[CH:17][C:16]([CH:19]([C:24]#[C:25][CH3:26])[CH2:20][C:21]([OH:23])=[O:22])=[CH:15][CH:14]=2)=[CH:4][CH2:3]1.[NH2:30][C@H:31]([C:37]([OH:39])=[O:38])[CH2:32][CH2:33][CH2:34][CH2:35][NH2:36]. Product: [NH2:30][C@H:31]([C:37]([OH:39])=[O:38])[CH2:32][CH2:33][CH2:34][CH2:35][NH2:36].[OH:1][CH:2]1[CH2:7][CH2:6][C:5]([C:8]2[CH:9]=[C:10]([CH:27]=[CH:28][CH:29]=2)[CH2:11][O:12][C:13]2[CH:14]=[CH:15][C:16]([CH:19]([C:24]#[C:25][CH3:26])[CH2:20][C:21]([O-:23])=[O:22])=[CH:17][CH:18]=2)=[CH:4][CH2:3]1. The catalyst class is: 8. (6) Reactant: [CH3:1][NH:2][C:3]1[CH:11]=[CH:10][C:6]([C:7](Cl)=[O:8])=[CH:5][C:4]=1[N+:12]([O-:14])=[O:13].[C:15]([O:19][C:20](=[O:23])[CH2:21][NH2:22])([CH3:18])([CH3:17])[CH3:16].C(N(CC)CC)C.C(=O)(O)[O-].[Na+]. Product: [C:15]([O:19][C:20](=[O:23])[CH2:21][NH:22][C:7](=[O:8])[C:6]1[CH:10]=[CH:11][C:3]([NH:2][CH3:1])=[C:4]([N+:12]([O-:14])=[O:13])[CH:5]=1)([CH3:18])([CH3:17])[CH3:16]. The catalyst class is: 2. (7) Reactant: [CH3:1][C:2]1[N:3]=[C:4]([NH:7][C:8]2[C:15]([O:16][C:17]3[CH:22]=[CH:21][CH:20]=[CH:19][CH:18]=3)=[CH:14][C:11]([CH:12]=O)=[CH:10][N:9]=2)[S:5][CH:6]=1.[CH3:23][O:24][C:25](=[O:46])[CH:26]=P(C1C=CC=CC=1)(C1C=CC=CC=1)C1C=CC=CC=1. Product: [CH3:1][C:2]1[N:3]=[C:4]([NH:7][C:8]2[N:9]=[CH:10][C:11](/[CH:12]=[CH:26]/[C:25]([O:24][CH3:23])=[O:46])=[CH:14][C:15]=2[O:16][C:17]2[CH:22]=[CH:21][CH:20]=[CH:19][CH:18]=2)[S:5][CH:6]=1. The catalyst class is: 1. (8) Reactant: [NH2:1][C:2]1[CH:9]=[C:8]([Cl:10])[C:7]([F:11])=[CH:6][C:3]=1[CH:4]=O.N[C:13]([NH2:15])=O.P(Cl)(Cl)([Cl:18])=O. Product: [Cl:18][C:13]1[N:15]=[CH:4][C:3]2[C:2](=[CH:9][C:8]([Cl:10])=[C:7]([F:11])[CH:6]=2)[N:1]=1. The catalyst class is: 161.